Dataset: Reaction yield outcomes from USPTO patents with 853,638 reactions. Task: Predict the reaction yield, written as a fraction of the theoretical maximum amount of product (1.0 means a 100% yield; for example, 0.34 means a 34% yield). (1) The reactants are Cl[C:2]1[N:7]=[CH:6][C:5]([C:8]([O:10][CH3:11])=[O:9])=[CH:4][N:3]=1.[CH:12]1([N:15]2[CH2:21][CH2:20][CH2:19][NH:18][CH2:17][CH2:16]2)[CH2:14][CH2:13]1.C(N(C(C)C)C(C)C)C. The catalyst is ClCCl. The product is [CH:12]1([N:15]2[CH2:21][CH2:20][CH2:19][N:18]([C:2]3[N:7]=[CH:6][C:5]([C:8]([O:10][CH3:11])=[O:9])=[CH:4][N:3]=3)[CH2:17][CH2:16]2)[CH2:14][CH2:13]1. The yield is 0.970. (2) The reactants are C[O:2][C:3]([C:5]1[CH:10]=[N:9][C:8]([N:11]2[CH2:16][CH2:15][CH2:14][CH2:13][CH2:12]2)=[C:7](Br)[N:6]=1)=[O:4].[CH:18]1([CH2:21][OH:22])[CH2:20][CH2:19]1.[H-].[Na+].[OH-].[K+]. The catalyst is CN(C=O)C.C(O)=O. The product is [CH:18]1([CH2:21][O:22][C:7]2[N:6]=[C:5]([C:3]([OH:2])=[O:4])[CH:10]=[N:9][C:8]=2[N:11]2[CH2:16][CH2:15][CH2:14][CH2:13][CH2:12]2)[CH2:20][CH2:19]1. The yield is 0.100. (3) The reactants are [CH3:1][C:2]1[C:6]([N+:7]([O-:9])=[O:8])=[CH:5][NH:4][N:3]=1.CI.[C:12]([O-])([O-])=O.[K+].[K+]. The catalyst is CN(C=O)C. The product is [CH3:12][N:3]1[C:2]([CH3:1])=[C:6]([N+:7]([O-:9])=[O:8])[CH:5]=[N:4]1. The yield is 0.227. (4) The reactants are [OH:1][C:2]1[CH:7]=[CH:6][C:5]([CH2:8][C:9]([O:11][CH3:12])=[O:10])=[CH:4][C:3]=1[O:13][CH3:14].[CH:15]1(Br)[CH2:18][CH2:17][CH2:16]1.C(=O)([O-])[O-].[Cs+].[Cs+].Cl. The catalyst is CN(C=O)C. The product is [CH:15]1([O:1][C:2]2[CH:7]=[CH:6][C:5]([CH2:8][C:9]([O:11][CH3:12])=[O:10])=[CH:4][C:3]=2[O:13][CH3:14])[CH2:18][CH2:17][CH2:16]1. The yield is 0.230. (5) The reactants are [N:1]1[CH:6]=[CH:5][CH:4]=[C:3]([C:7]2[S:8][C:9](C(O)=O)=[C:10]([C:12]([F:15])([F:14])[F:13])[N:11]=2)[CH:2]=1.CC[N:21]([CH2:24]C)CC.C1(P(N=[N+]=[N-])(C2C=CC=CC=2)=[O:33])C=CC=CC=1.C1(C)C=CC=CC=1.[C:50]([OH:54])([CH3:53])([CH3:52])[CH3:51]. No catalyst specified. The product is [C:50]([O:54][C:24](=[O:33])[NH:21][C:9]1[S:8][C:7]([C:3]2[CH:2]=[N:1][CH:6]=[CH:5][CH:4]=2)=[N:11][C:10]=1[C:12]([F:13])([F:14])[F:15])([CH3:53])([CH3:52])[CH3:51]. The yield is 0.590. (6) The reactants are [F:1][C:2]1[CH:7]=[CH:6][C:5]([N:8]2[C:12](B(O)O)=[CH:11][C:10]([C:16]([F:19])([F:18])[F:17])=[N:9]2)=[C:4]([CH3:20])[CH:3]=1.Cl[C:22]1[N:23]=[CH:24][C:25]2[O:26][CH2:27][C:28](=[O:32])[NH:29][C:30]=2[N:31]=1. No catalyst specified. The product is [F:1][C:2]1[CH:7]=[CH:6][C:5]([N:8]2[C:12]([C:22]3[N:23]=[CH:24][C:25]4[O:26][CH2:27][C:28](=[O:32])[NH:29][C:30]=4[N:31]=3)=[CH:11][C:10]([C:16]([F:19])([F:18])[F:17])=[N:9]2)=[C:4]([CH3:20])[CH:3]=1. The yield is 0.240. (7) The reactants are [Si:1]([O:8][CH2:9][C:10]1[N:11]([CH3:37])[C:12]2[C:17]([CH:18]=1)=[CH:16][C:15]1[C:19](=[N:25][CH2:26][C:27]3[CH:32]=[CH:31][C:30]([O:33][CH3:34])=[CH:29][C:28]=3[O:35][CH3:36])[CH2:20][CH2:21][CH2:22][CH2:23][CH2:24][C:14]=1[CH:13]=2)([C:4]([CH3:7])([CH3:6])[CH3:5])([CH3:3])[CH3:2].[CH:38]([C:47](OC)=[O:48])([C:43](OC)=[O:44])[C:39]([O:41][CH3:42])=[O:40]. The catalyst is O(C1C=CC=CC=1)C1C=CC=CC=1. The product is [Si:1]([O:8][CH2:9][C:10]1[N:11]([CH3:37])[C:12]2[CH:13]=[C:14]3[CH2:24][CH2:23][CH2:22][CH2:21][C:20]4[C:47]([OH:48])=[C:38]([C:39]([O:41][CH3:42])=[O:40])[C:43](=[O:44])[N:25]([CH2:26][C:27]5[CH:32]=[CH:31][C:30]([O:33][CH3:34])=[CH:29][C:28]=5[O:35][CH3:36])[C:19]=4[C:15]3=[CH:16][C:17]=2[CH:18]=1)([C:4]([CH3:7])([CH3:6])[CH3:5])([CH3:3])[CH3:2]. The yield is 0.510.